Dataset: Full USPTO retrosynthesis dataset with 1.9M reactions from patents (1976-2016). Task: Predict the reactants needed to synthesize the given product. (1) Given the product [CH3:1][NH:2][C:3]([C:5]1[C:13]2[C:8](=[CH:9][C:10]([OH:14])=[CH:11][CH:12]=2)[N:7]([CH3:16])[C:6]=1[CH3:17])=[O:4], predict the reactants needed to synthesize it. The reactants are: [CH3:1][NH:2][C:3]([C:5]1[C:13]2[C:8](=[CH:9][C:10]([O:14]C)=[CH:11][CH:12]=2)[N:7]([CH3:16])[C:6]=1[CH3:17])=[O:4].B(Br)(Br)Br. (2) Given the product [OH:11][CH2:10][C:9]1[CH:8]=[CH:7][C:6]([S:3]([NH:2][CH3:1])(=[O:5])=[O:4])=[CH:14][CH:13]=1, predict the reactants needed to synthesize it. The reactants are: [CH3:1][NH:2][S:3]([C:6]1[CH:14]=[CH:13][C:9]([C:10](O)=[O:11])=[CH:8][CH:7]=1)(=[O:5])=[O:4].Cl. (3) Given the product [Cl:23][C:17]1[CH:16]=[C:15]([N:12]2[C:13]([CH3:14])=[C:9]([O:8][C:5]3[N:6]=[CH:7][C:2]([NH:1][C:27](=[O:28])[C:26]([CH3:31])([CH3:30])[CH3:25])=[CH:3][CH:4]=3)[C:10]([CH3:24])=[N:11]2)[CH:22]=[CH:21][C:18]=1[C:19]#[N:20], predict the reactants needed to synthesize it. The reactants are: [NH2:1][C:2]1[CH:3]=[CH:4][C:5]([O:8][C:9]2[C:10]([CH3:24])=[N:11][N:12]([C:15]3[CH:22]=[CH:21][C:18]([C:19]#[N:20])=[C:17]([Cl:23])[CH:16]=3)[C:13]=2[CH3:14])=[N:6][CH:7]=1.[CH3:25][C:26]([CH3:31])([CH3:30])[C:27](Cl)=[O:28].C(N(CC)CC)C.[Cl-].[NH4+]. (4) Given the product [CH3:15][C@@H:16]1[CH2:20][CH2:19][CH2:18][C@H:17]1[O:21][C:4]1[CH:11]=[CH:10][CH:9]=[C:8]([N+:12]([O-:14])=[O:13])[C:5]=1[C:6]#[N:7], predict the reactants needed to synthesize it. The reactants are: [N+]([C:4]1[CH:11]=[CH:10][CH:9]=[C:8]([N+:12]([O-:14])=[O:13])[C:5]=1[C:6]#[N:7])([O-])=O.[CH3:15][C@@H:16]1[CH2:20][CH2:19][CH2:18][C@H:17]1[OH:21]. (5) Given the product [NH2:22][C:4]1[C:5]([N:9]([CH:14]2[CH2:19][CH2:18][C:17]([F:21])([F:20])[CH2:16][CH2:15]2)[CH2:10][CH:11]([CH3:13])[CH3:12])=[CH:6][C:7]([F:8])=[C:2]([C:26]2[C:27]([C:28]([O:30][CH3:31])=[O:29])=[CH:32][CH:33]=[C:24]([F:23])[CH:25]=2)[CH:3]=1, predict the reactants needed to synthesize it. The reactants are: Br[C:2]1[CH:3]=[C:4]([NH2:22])[C:5]([N:9]([CH:14]2[CH2:19][CH2:18][C:17]([F:21])([F:20])[CH2:16][CH2:15]2)[CH2:10][CH:11]([CH3:13])[CH3:12])=[CH:6][C:7]=1[F:8].[F:23][C:24]1[CH:33]=[CH:32][C:27]([C:28]([O:30][CH3:31])=[O:29])=[C:26](B2OC(C)(C)C(C)(C)O2)[CH:25]=1.P([O-])([O-])([O-])=O.[K+].[K+].[K+]. (6) Given the product [NH2:1][C:4]1[CH:9]=[C:8]([S:10]([N:13]2[CH2:14][CH2:15][CH2:16][CH2:17]2)(=[O:12])=[O:11])[CH:7]=[CH:6][C:5]=1[OH:18], predict the reactants needed to synthesize it. The reactants are: [N+:1]([C:4]1[CH:9]=[C:8]([S:10]([N:13]2[CH2:17][CH2:16][CH2:15][CH2:14]2)(=[O:12])=[O:11])[CH:7]=[CH:6][C:5]=1[OH:18])([O-])=O. (7) The reactants are: [Cl:1][C:2]1[C:7]([O:8][CH3:9])=[CH:6][C:5]([O:10][CH3:11])=[CH:4][C:3]=1[NH2:12].[CH2:13]([NH:15][C:16]1[C:21]([CH:22]=O)=[CH:20][N:19]=[C:18]([S:24][CH3:25])[N:17]=1)[CH3:14]. Given the product [Cl:1][C:2]1[C:7]([O:8][CH3:9])=[CH:6][C:5]([O:10][CH3:11])=[CH:4][C:3]=1[N:12]=[CH:22][C:21]1[C:16]([NH:15][CH2:13][CH3:14])=[N:17][C:18]([S:24][CH3:25])=[N:19][CH:20]=1, predict the reactants needed to synthesize it. (8) Given the product [CH:32]1[C:33]2[C:37]3[CH:38]=[CH:39][C:40]([C:15]4[CH:16]=[CH:17][CH:18]=[CH:19][C:14]=4[NH:13][CH2:1][CH2:2][CH2:3][CH2:4][CH2:5][CH2:6][CH2:7][CH2:8][CH2:9][CH2:10][CH2:11][CH3:12])=[CH:41][C:36]=3[S:35][C:34]=2[CH:43]=[C:30]([C:15]2[CH:16]=[CH:17][CH:18]=[CH:19][C:14]=2[NH:13][CH2:1][CH2:2][CH2:3][CH2:4][CH2:5][CH2:6][CH2:7][CH2:8][CH2:9][CH2:10][CH2:11][CH3:12])[CH:31]=1, predict the reactants needed to synthesize it. The reactants are: [CH2:1]([NH:13][C:14]1[CH:19]=[CH:18][CH:17]=[CH:16][C:15]=1B1OC(C)(C)C(C)(C)O1)[CH2:2][CH2:3][CH2:4][CH2:5][CH2:6][CH2:7][CH2:8][CH2:9][CH2:10][CH2:11][CH3:12].Br[C:30]1[CH:31]=[CH:32][C:33]2[C:37]3[CH:38]=[CH:39][C:40](Br)=[CH:41][C:36]=3[S:35][C:34]=2[CH:43]=1.[O-]P([O-])([O-])=O.[K+].[K+].[K+].O. (9) Given the product [CH3:45][C:42]([CH3:46])([CH2:43][CH3:44])[CH2:41][C:40](=[O:47])[CH2:39][NH:38][C:36](=[O:37])[C:35]([NH:49][C:50](=[O:59])[O:51][CH2:52][C:53]1[CH:54]=[CH:55][CH:56]=[CH:57][CH:58]=1)([CH2:34][C:33]1[CH:32]=[CH:31][C:30]([C:27]2[CH:26]=[CH:25][C:24]([F:23])=[CH:29][N:28]=2)=[CH:61][CH:60]=1)[CH3:48], predict the reactants needed to synthesize it. The reactants are: CC(OI1(OC(C)=O)(OC(C)=O)OC(=O)C2C=CC=CC1=2)=O.[F:23][C:24]1[CH:25]=[CH:26][C:27]([C:30]2[CH:61]=[CH:60][C:33]([CH2:34][C:35]([NH:49][C:50](=[O:59])[O:51][CH2:52][C:53]3[CH:58]=[CH:57][CH:56]=[CH:55][CH:54]=3)([CH3:48])[C:36]([NH:38][CH2:39][CH:40]([OH:47])[CH2:41][C:42]([CH3:46])([CH3:45])[CH2:43][CH3:44])=[O:37])=[CH:32][CH:31]=2)=[N:28][CH:29]=1. (10) Given the product [CH3:26][C@H:27]1[CH2:32][CH2:31][CH2:30][CH2:29][N:28]1[C:2]1[C:3](=[O:16])[NH:4][C:5]2[C:10]([N:11]=1)=[CH:9][C:8]([C:12]([O:14][CH3:15])=[O:13])=[CH:7][CH:6]=2, predict the reactants needed to synthesize it. The reactants are: Cl[C:2]1[C:3](=[O:16])[NH:4][C:5]2[C:10]([N:11]=1)=[CH:9][C:8]([C:12]([O:14][CH3:15])=[O:13])=[CH:7][CH:6]=2.CCN(C(C)C)C(C)C.[CH3:26][C@H:27]1[CH2:32][CH2:31][CH2:30][CH2:29][NH:28]1.